This data is from Catalyst prediction with 721,799 reactions and 888 catalyst types from USPTO. The task is: Predict which catalyst facilitates the given reaction. (1) Reactant: [N:1]([C:4]1[CH:11]=[CH:10][C:7]([C:8]#[N:9])=[C:6]([C:12]([F:15])([F:14])[F:13])[CH:5]=1)=[C:2]=[S:3].[CH3:16][C:17]1[CH:22]=[CH:21][C:20]([NH:23][C:24]2([C:28]#[N:29])[CH2:27][CH2:26][CH2:25]2)=[CH:19][CH:18]=1. Product: [NH:29]=[C:28]1[C:24]2([CH2:27][CH2:26][CH2:25]2)[N:23]([C:20]2[CH:19]=[CH:18][C:17]([CH3:16])=[CH:22][CH:21]=2)[C:2](=[S:3])[N:1]1[C:4]1[CH:11]=[CH:10][C:7]([C:8]#[N:9])=[C:6]([C:12]([F:13])([F:15])[F:14])[CH:5]=1. The catalyst class is: 3. (2) Reactant: [CH2:1]([O:8][C:9]1[CH:14]=[CH:13][CH:12]=[CH:11][C:10]=1[C:15]1[NH:19][N:18]=[C:17]([C:20]([NH:22][CH2:23][C:24]([OH:26])=O)=[O:21])[CH:16]=1)[C:2]1[CH:7]=[CH:6][CH:5]=[CH:4][CH:3]=1.CCN(C(C)C)C(C)C.C1C=CC2N(O)N=NC=2C=1.CCN=C=NCCCN(C)C.Cl.Cl.Cl.[Cl:60][C:61]1[CH:66]=[CH:65][CH:64]=[CH:63][C:62]=1[NH:67][CH:68]1[CH2:73][CH2:72][NH:71][CH2:70][CH2:69]1. Product: [Cl:60][C:61]1[CH:66]=[CH:65][CH:64]=[CH:63][C:62]=1[NH:67][CH:68]1[CH2:73][CH2:72][N:71]([C:24](=[O:26])[CH2:23][NH:22][C:20]([C:17]2[CH:16]=[C:15]([C:10]3[CH:11]=[CH:12][CH:13]=[CH:14][C:9]=3[O:8][CH2:1][C:2]3[CH:3]=[CH:4][CH:5]=[CH:6][CH:7]=3)[NH:19][N:18]=2)=[O:21])[CH2:70][CH2:69]1. The catalyst class is: 18. (3) Reactant: C(O[BH-](OC(=O)C)OC(=O)C)(=O)C.[Na+].[Cl:15][C:16]1[CH:21]=[CH:20][C:19]([NH:22][C:23](=[O:46])[CH2:24][C:25]2[CH:30]=[CH:29][C:28]([O:31][C:32]3[C:41]4[C:36](=[CH:37][C:38]([O:44][CH3:45])=[C:39]([O:42][CH3:43])[CH:40]=4)[N:35]=[CH:34][N:33]=3)=[CH:27][CH:26]=2)=[CH:18][C:17]=1[CH:47]=O.[CH:49]([NH2:52])([CH3:51])[CH3:50].C(OC)(OC)OC. Product: [Cl:15][C:16]1[CH:21]=[CH:20][C:19]([NH:22][C:23](=[O:46])[CH2:24][C:25]2[CH:30]=[CH:29][C:28]([O:31][C:32]3[C:41]4[C:36](=[CH:37][C:38]([O:44][CH3:45])=[C:39]([O:42][CH3:43])[CH:40]=4)[N:35]=[CH:34][N:33]=3)=[CH:27][CH:26]=2)=[CH:18][C:17]=1[CH2:47][NH:52][CH:49]([CH3:51])[CH3:50]. The catalyst class is: 61.